From a dataset of Forward reaction prediction with 1.9M reactions from USPTO patents (1976-2016). Predict the product of the given reaction. (1) Given the reactants [CH2:1]([O:3][C:4]([C:6]1[N:10]([CH2:11][C:12]2[CH:17]=[CH:16][C:15](Br)=[CH:14][CH:13]=2)[C:9]2[CH:19]=[C:20](Br)[S:21][C:8]=2[CH:7]=1)=[O:5])[CH3:2].[C:23]1(B(O)O)[CH:28]=[CH:27][CH:26]=[CH:25][CH:24]=1.[O-]P([O-])([O-])=O.[K+].[K+].[K+].[C:40]1(C)[CH:45]=[CH:44][CH:43]=[CH:42][C:41]=1P([C:40]1[CH:45]=[CH:44][CH:43]=[CH:42][C:41]=1C)[C:40]1[CH:45]=[CH:44][CH:43]=[CH:42][C:41]=1C.[NH4+].[Cl-], predict the reaction product. The product is: [CH2:1]([O:3][C:4]([C:6]1[N:10]([CH2:11][C:12]2[CH:17]=[CH:16][C:15]([C:23]3[CH:28]=[CH:27][CH:26]=[CH:25][CH:24]=3)=[CH:14][CH:13]=2)[C:9]2[CH:19]=[C:20]([C:40]3[CH:45]=[CH:44][CH:43]=[CH:42][CH:41]=3)[S:21][C:8]=2[CH:7]=1)=[O:5])[CH3:2]. (2) Given the reactants [CH3:1][S:2](Cl)(=[O:4])=[O:3].C(N(CC)CC)C.[CH2:13]([O:20][CH:21]1[CH2:24][CH:23]([CH2:25][OH:26])[CH2:22]1)[C:14]1[CH:19]=[CH:18][CH:17]=[CH:16][CH:15]=1, predict the reaction product. The product is: [CH3:1][S:2]([O:26][CH2:25][CH:23]1[CH2:24][CH:21]([O:20][CH2:13][C:14]2[CH:19]=[CH:18][CH:17]=[CH:16][CH:15]=2)[CH2:22]1)(=[O:4])=[O:3]. (3) Given the reactants [H-].[Na+].[CH2:3]1[CH2:9][C:7](=[O:8])[NH:6][CH2:5][CH2:4]1.Br[CH2:11][CH2:12][O:13][Si:14]([C:17]([CH3:20])([CH3:19])[CH3:18])([CH3:16])[CH3:15].O, predict the reaction product. The product is: [Si:14]([O:13][CH2:12][CH2:11][N:6]1[CH2:5][CH2:4][CH2:3][CH2:9][C:7]1=[O:8])([C:17]([CH3:20])([CH3:19])[CH3:18])([CH3:16])[CH3:15]. (4) Given the reactants Cl[C:2]1[N:3]=[CH:4][C:5]2[N:6]([CH3:22])[C:7](=[O:21])[C:8]3([CH2:20][CH2:19]3)[CH2:9][N:10]([CH:13]3[CH2:18][CH2:17][CH2:16][CH2:15][CH2:14]3)[C:11]=2[N:12]=1.[NH2:23][C:24]1[CH:42]=[CH:41][C:27]([C:28]([NH:30][CH:31]2[CH2:38][C@H:37]3[N:39]([CH3:40])[C@H:33]([CH2:34][CH2:35][CH2:36]3)[CH2:32]2)=[O:29])=[CH:26][C:25]=1[F:43].O.C1(C)C=CC(S(O)(=O)=O)=CC=1, predict the reaction product. The product is: [CH:13]1([N:10]2[CH2:9][C:8]3([CH2:20][CH2:19]3)[C:7](=[O:21])[N:6]([CH3:22])[C:5]3[CH:4]=[N:3][C:2]([NH:23][C:24]4[CH:42]=[CH:41][C:27]([C:28]([NH:30][CH:31]5[CH2:38][C@H:37]6[N:39]([CH3:40])[C@H:33]([CH2:34][CH2:35][CH2:36]6)[CH2:32]5)=[O:29])=[CH:26][C:25]=4[F:43])=[N:12][C:11]2=3)[CH2:18][CH2:17][CH2:16][CH2:15][CH2:14]1. (5) Given the reactants O(P(O[C:18]1[N:19]([C:24]([O:26][C:27]([CH3:30])([CH3:29])[CH3:28])=[O:25])[CH2:20][CH2:21][O:22][CH:23]=1)(OC1C=CC=CC=1)=O)C1C=CC=CC=1.B([C:34]1[CH:42]=[CH:41][C:37]([C:38]([OH:40])=[O:39])=[CH:36][CH:35]=1)(O)O, predict the reaction product. The product is: [C:27]([O:26][C:24]([N:19]1[C:18]([C:34]2[CH:42]=[CH:41][C:37]([C:38]([OH:40])=[O:39])=[CH:36][CH:35]=2)=[CH:23][O:22][CH2:21][CH2:20]1)=[O:25])([CH3:28])([CH3:29])[CH3:30]. (6) Given the reactants [NH2:1][CH:2](C#N)C(N)=O.C[N:9]([CH3:28])[CH:10]=[C:11]([C:22]1[CH:27]=[CH:26][CH:25]=[CH:24][CH:23]=1)[C:12]([C:14]1[CH:19]=[CH:18][C:17]([O:20][CH3:21])=[CH:16][CH:15]=1)=O.S(=O)(=O)(O)O.O, predict the reaction product. The product is: [CH3:21][O:20][C:17]1[CH:16]=[CH:15][C:14]([C:12]2[C:11]([C:22]3[CH:23]=[CH:24][CH:25]=[CH:26][CH:27]=3)=[CH:10][NH:9][C:28]=2[C:2]#[N:1])=[CH:19][CH:18]=1.